This data is from Forward reaction prediction with 1.9M reactions from USPTO patents (1976-2016). The task is: Predict the product of the given reaction. (1) Given the reactants [CH3:1][O:2][C:3]([NH:5][C@@H:6]([CH:54]([CH3:56])[CH3:55])[C:7]([N:9]1[C@H:17]([C:18]2[NH:19][C:20]([C:23]3[CH:28]=[CH:27][C:26]([C:29]4[CH:30]=[C:31]5C(=CC=4)C4NC([C@@H]6CCCN6C(OC(C)(C)C)=O)=NC=4[CH:33]=[CH:32]5)=[CH:25][CH:24]=3)=[CH:21][N:22]=2)[CH2:16][C:11]2(OCCO2)[CH2:10]1)=[O:8])=[O:4].Br[C:58]1C=C2C(=C[CH:67]=1)C=C(C1NC([C@@H]3CCCN3C(=O)[C@@H](NC(=O)OC)C(C)C)=NC=1)C=C2.BrC1C=C[C:93]([C:96]2[NH:100][C:99]([C@@H:101]3[CH2:105][O:104][CH2:103][N:102]3[C:106]([O:108][C:109]([CH3:112])([CH3:111])[CH3:110])=[O:107])=[N:98][CH:97]=2)=[CH:92][CH:91]=1.BrC1C=CC(C2NC([C@@H]3CC4(OCCO4)CN3C(=O)[C@@H](NC(=O)OC)C(C)C)=NC=2)=CC=1.B1(B2OC(C)(C)C(C)(C)O2)OC(C)(C)C(C)(C)O1.BrC1C=C2C(=CC=1)C1NC([C@@H]3CCCN3C(OC(C)(C)C)=O)=NC=1C=C2, predict the reaction product. The product is: [CH3:1][O:2][C:3]([NH:5][C@@H:6]([CH:54]([CH3:55])[CH3:56])[C:7]([N:9]1[CH2:10][CH2:11][CH2:16][C@H:17]1[C:18]1[NH:19][C:20]([C:23]2[CH:28]=[C:27]3[C:26](=[CH:25][CH:24]=2)[CH:29]=[C:30]([C:31]2[CH:91]=[CH:92][C:93]([C:96]4[NH:100][C:99]([C@@H:101]5[CH2:105][O:104][CH2:103][N:102]5[C:106]([O:108][C:109]([CH3:112])([CH3:111])[CH3:110])=[O:107])=[N:98][CH:97]=4)=[CH:33][CH:32]=2)[CH:67]=[CH:58]3)=[CH:21][N:22]=1)=[O:8])=[O:4]. (2) Given the reactants O[C:2]1([C:7]2[CH:8]=[C:9]([CH:32]=[CH:33][CH:34]=2)[O:10][C:11]2[C:16]([NH:17][C:18]([NH:20][C:21]3[CH:26]=[CH:25][C:24]([O:27][C:28]([F:31])([F:30])[F:29])=[CH:23][CH:22]=3)=[O:19])=[CH:15][CH:14]=[CH:13][N:12]=2)[CH2:6][CH:5]=[CH:4][CH2:3]1.OC(C1C=C(C=CC=1)OC1C(NC(NC2C=CC(OC(F)(F)F)=CC=2)=O)=CC=CN=1)(CC=C)CC=C, predict the reaction product. The product is: [CH:2]1([C:7]2[CH:8]=[C:9]([CH:32]=[CH:33][CH:34]=2)[O:10][C:11]2[C:16]([NH:17][C:18]([NH:20][C:21]3[CH:26]=[CH:25][C:24]([O:27][C:28]([F:31])([F:30])[F:29])=[CH:23][CH:22]=3)=[O:19])=[CH:15][CH:14]=[CH:13][N:12]=2)[CH2:6][CH2:5][CH2:4][CH2:3]1. (3) Given the reactants [Cl:1][C:2]1[CH:7]=[CH:6][C:5]([C:8]([CH3:13])([CH3:12])[C:9]([OH:11])=O)=[CH:4][C:3]=1[O:14][CH3:15].Cl.[CH3:17][NH:18][O:19][CH3:20].CCN=C=NCCCN(C)C.Cl, predict the reaction product. The product is: [Cl:1][C:2]1[CH:7]=[CH:6][C:5]([C:8]([CH3:13])([CH3:12])[C:9]([N:18]([O:19][CH3:20])[CH3:17])=[O:11])=[CH:4][C:3]=1[O:14][CH3:15]. (4) The product is: [CH2:27]([N:5]1[C:6]2[C:11](=[CH:10][CH:9]=[C:8]([F:24])[CH:7]=2)[N:12]([S:13]([C:16]2[CH:21]=[CH:20][C:19]([O:22][CH3:23])=[CH:18][CH:17]=2)(=[O:14])=[O:15])[C@@H:3]([CH2:1][CH3:2])[C:4]1=[O:25])[CH3:28]. Given the reactants [CH2:1]([C@@H:3]1[N:12]([S:13]([C:16]2[CH:21]=[CH:20][C:19]([O:22][CH3:23])=[CH:18][CH:17]=2)(=[O:15])=[O:14])[C:11]2[C:6](=[CH:7][C:8]([F:24])=[CH:9][CH:10]=2)[NH:5][C:4]1=[O:25])[CH3:2].I[CH2:27][CH3:28].C([C@H]1N(C(=O)C2C=CC(OC)=CC=2)C2C(=CC(F)=CC=2)N(C)C1=O)C, predict the reaction product. (5) Given the reactants [Cl:1][C:2]1[N:7]=[C:6]([O:8][CH:9]([CH:11]2[CH2:14][CH2:13][CH2:12]2)[CH3:10])[C:5]2[N:15]([CH2:18][C@H:19]3[CH2:24][CH2:23][C@H:22]([CH3:25])[CH2:21][CH2:20]3)[CH:16]=[N:17][C:4]=2[CH:3]=1.[Cl-].[Li+].CC1(C)CCCC(C)(C)N1[Mg]Cl.[Br:40]N1C(C)(C)C(=O)N(Br)C1=O, predict the reaction product. The product is: [Br:40][C:16]1[N:15]([CH2:18][C@H:19]2[CH2:20][CH2:21][C@H:22]([CH3:25])[CH2:23][CH2:24]2)[C:5]2[C:6]([O:8][CH:9]([CH:11]3[CH2:12][CH2:13][CH2:14]3)[CH3:10])=[N:7][C:2]([Cl:1])=[CH:3][C:4]=2[N:17]=1. (6) Given the reactants CS(O[CH2:6][C:7]1[CH2:11][CH:10]([C:12]2[CH:17]=[CH:16][C:15]([Cl:18])=[CH:14][CH:13]=2)[N:9]([C:19]2[CH:24]=[CH:23][C:22]([Cl:25])=[CH:21][C:20]=2[Cl:26])[N:8]=1)(=O)=O.[NH4+:27].[OH-], predict the reaction product. The product is: [Cl:18][C:15]1[CH:16]=[CH:17][C:12]([CH:10]2[N:9]([C:19]3[CH:24]=[CH:23][C:22]([Cl:25])=[CH:21][C:20]=3[Cl:26])[N:8]=[C:7]([CH2:6][NH2:27])[CH2:11]2)=[CH:13][CH:14]=1. (7) The product is: [Br:11][C:12]1[CH:17]=[C:16]([CH2:18][C:21]([C:22]2[CH:27]=[CH:26][CH:25]=[C:24]([CH3:28])[N:23]=2)=[O:20])[CH:15]=[CH:14][N:13]=1. Given the reactants C[Si]([N-][Si](C)(C)C)(C)C.[Na+].[Br:11][C:12]1[CH:17]=[C:16]([CH3:18])[CH:15]=[CH:14][N:13]=1.C[O:20][C:21](=O)[C:22]1[CH:27]=[CH:26][CH:25]=[C:24]([CH3:28])[N:23]=1.C(OCC)C, predict the reaction product. (8) Given the reactants [F:1][CH:2]([F:39])[C:3]1[N:7]([C:8]2[N:13]=[C:12]([N:14]3[CH2:19][CH2:18][O:17][CH2:16][CH2:15]3)[N:11]=[C:10]([N:20]([CH:27]3[CH2:32][CH2:31][NH:30][CH2:29][CH2:28]3)[CH2:21][CH2:22][CH2:23][N:24]([CH3:26])[CH3:25])[N:9]=2)[C:6]2[CH:33]=[CH:34][CH:35]=[C:36]([O:37][CH3:38])[C:5]=2[N:4]=1.[CH3:40][S:41](Cl)(=[O:43])=[O:42], predict the reaction product. The product is: [F:39][CH:2]([F:1])[C:3]1[N:7]([C:8]2[N:13]=[C:12]([N:14]3[CH2:15][CH2:16][O:17][CH2:18][CH2:19]3)[N:11]=[C:10]([N:20]([CH:27]3[CH2:32][CH2:31][N:30]([S:41]([CH3:40])(=[O:43])=[O:42])[CH2:29][CH2:28]3)[CH2:21][CH2:22][CH2:23][N:24]([CH3:25])[CH3:26])[N:9]=2)[C:6]2[CH:33]=[CH:34][CH:35]=[C:36]([O:37][CH3:38])[C:5]=2[N:4]=1. (9) Given the reactants [CH:1]([C:4]1[CH:9]=[CH:8][C:7]([NH:10][CH2:11][C:12]2[CH:13]=[N:14][N:15]([CH2:17][C:18]3[CH:23]=[C:22]([CH3:24])[CH:21]=[CH:20][N:19]=3)[CH:16]=2)=[CH:6][CH:5]=1)([CH3:3])[CH3:2].[CH:25]([C:28]1[CH:33]=[CH:32][CH:31]=[C:30]([CH:34]([CH3:36])[CH3:35])[C:29]=1[N:37]=[C:38]=[O:39])([CH3:27])[CH3:26].[ClH:40].Cl.C(OCC)(=O)C, predict the reaction product. The product is: [ClH:40].[CH:25]([C:28]1[CH:33]=[CH:32][CH:31]=[C:30]([CH:34]([CH3:35])[CH3:36])[C:29]=1[NH:37][C:38](=[O:39])[N:10]([C:7]1[CH:6]=[CH:5][C:4]([CH:1]([CH3:3])[CH3:2])=[CH:9][CH:8]=1)[CH2:11][C:12]1[CH:13]=[N:14][N:15]([CH2:17][C:18]2[CH:23]=[C:22]([CH3:24])[CH:21]=[CH:20][N:19]=2)[CH:16]=1)([CH3:26])[CH3:27]. (10) Given the reactants C([O:8][C:9]1[C:14]([O:15][CH2:16][C:17]2C=CC=CC=2)=[CH:13][CH:12]=[CH:11][C:10]=1[CH2:23][CH2:24][NH2:25])C1C=CC=CC=1.C=O.[C:28](O)(C(F)(F)F)=O.C([O-])(O)=O.[Na+].C(Cl)[Cl:41], predict the reaction product. The product is: [ClH:41].[O:15]1[C:14]2[C:9](=[C:10]3[C:11](=[CH:12][CH:13]=2)[CH2:28][NH:25][CH2:24][CH2:23]3)[O:8][CH2:17][CH2:16]1.